The task is: Regression. Given two drug SMILES strings and cell line genomic features, predict the synergy score measuring deviation from expected non-interaction effect.. This data is from NCI-60 drug combinations with 297,098 pairs across 59 cell lines. (1) Drug 1: C1=NC2=C(N1)C(=S)N=C(N2)N. Drug 2: CC1C(C(CC(O1)OC2CC(OC(C2O)C)OC3=CC4=CC5=C(C(=O)C(C(C5)C(C(=O)C(C(C)O)O)OC)OC6CC(C(C(O6)C)O)OC7CC(C(C(O7)C)O)OC8CC(C(C(O8)C)O)(C)O)C(=C4C(=C3C)O)O)O)O. Cell line: SK-MEL-5. Synergy scores: CSS=27.7, Synergy_ZIP=0.288, Synergy_Bliss=-0.0513, Synergy_Loewe=-2.82, Synergy_HSA=-1.84. (2) Drug 1: CCC(=C(C1=CC=CC=C1)C2=CC=C(C=C2)OCCN(C)C)C3=CC=CC=C3.C(C(=O)O)C(CC(=O)O)(C(=O)O)O. Drug 2: CC1C(C(CC(O1)OC2CC(CC3=C2C(=C4C(=C3O)C(=O)C5=CC=CC=C5C4=O)O)(C(=O)C)O)N)O. Cell line: HT29. Synergy scores: CSS=32.9, Synergy_ZIP=1.15, Synergy_Bliss=1.08, Synergy_Loewe=-17.8, Synergy_HSA=0.673. (3) Drug 1: CC1=C2C(C(=O)C3(C(CC4C(C3C(C(C2(C)C)(CC1OC(=O)C(C(C5=CC=CC=C5)NC(=O)OC(C)(C)C)O)O)OC(=O)C6=CC=CC=C6)(CO4)OC(=O)C)O)C)O. Drug 2: C1=CN(C=N1)CC(O)(P(=O)(O)O)P(=O)(O)O. Synergy scores: CSS=23.0, Synergy_ZIP=0.482, Synergy_Bliss=6.97, Synergy_Loewe=0.938, Synergy_HSA=6.93. Cell line: NCI-H522. (4) Synergy scores: CSS=40.3, Synergy_ZIP=3.51, Synergy_Bliss=0.994, Synergy_Loewe=-11.1, Synergy_HSA=1.19. Drug 2: CC(C)(C#N)C1=CC(=CC(=C1)CN2C=NC=N2)C(C)(C)C#N. Drug 1: C1=CC(=CC=C1CCC2=CNC3=C2C(=O)NC(=N3)N)C(=O)NC(CCC(=O)O)C(=O)O. Cell line: PC-3. (5) Drug 1: CC1=C(C(CCC1)(C)C)C=CC(=CC=CC(=CC(=O)O)C)C. Drug 2: CC1=C(C=C(C=C1)NC(=O)C2=CC=C(C=C2)CN3CCN(CC3)C)NC4=NC=CC(=N4)C5=CN=CC=C5. Cell line: UO-31. Synergy scores: CSS=-0.461, Synergy_ZIP=0.497, Synergy_Bliss=-0.126, Synergy_Loewe=0.636, Synergy_HSA=-1.44. (6) Drug 1: CS(=O)(=O)C1=CC(=C(C=C1)C(=O)NC2=CC(=C(C=C2)Cl)C3=CC=CC=N3)Cl. Drug 2: C1CCC(C(C1)N)N.C(=O)(C(=O)[O-])[O-].[Pt+4]. Cell line: SF-295. Synergy scores: CSS=18.6, Synergy_ZIP=-1.75, Synergy_Bliss=2.06, Synergy_Loewe=-4.63, Synergy_HSA=3.75.